Dataset: Reaction yield outcomes from USPTO patents with 853,638 reactions. Task: Predict the reaction yield, written as a fraction of the theoretical maximum amount of product (1.0 means a 100% yield; for example, 0.34 means a 34% yield). (1) The reactants are [NH2:1][C@:2]([CH3:22])([CH2:5][CH2:6][C:7]1[S:11][C:10]([O:12][CH2:13][CH2:14][CH2:15][C:16]2[CH:21]=[CH:20][CH:19]=[CH:18][CH:17]=2)=[CH:9][CH:8]=1)[CH2:3][OH:4].[C:23]([OH:32])(=[O:31])[CH:24]([CH:26]([C:28]([OH:30])=[O:29])[OH:27])[OH:25]. The catalyst is CO. The product is [C:28]([CH:26]([CH:24]([C:23]([OH:32])=[O:31])[OH:25])[OH:27])([OH:30])=[O:29].[NH2:1][C@:2]([CH3:22])([CH2:5][CH2:6][C:7]1[S:11][C:10]([O:12][CH2:13][CH2:14][CH2:15][C:16]2[CH:17]=[CH:18][CH:19]=[CH:20][CH:21]=2)=[CH:9][CH:8]=1)[CH2:3][OH:4]. The yield is 0.950. (2) The reactants are [Cl:1][C:2]1[CH:3]=[C:4]2[C:10]([C:11]3[N:16]=[C:15]([NH:17][C@H:18]4[CH2:22][CH2:21][N:20](S(C)(=O)=O)[CH2:19]4)[C:14]([F:27])=[CH:13][N:12]=3)=[CH:9][NH:8][C:5]2=[N:6][CH:7]=1.[CH3:28][CH:29]([S:31](Cl)(=[O:33])=[O:32])[CH3:30]. No catalyst specified. The product is [Cl:1][C:2]1[CH:3]=[C:4]2[C:10]([C:11]3[N:16]=[C:15]([NH:17][C@H:18]4[CH2:22][CH2:21][N:20]([S:31]([CH:29]([CH3:30])[CH3:28])(=[O:33])=[O:32])[CH2:19]4)[C:14]([F:27])=[CH:13][N:12]=3)=[CH:9][NH:8][C:5]2=[N:6][CH:7]=1. The yield is 0.390. (3) The reactants are [OH:1][C:2]1[CH:3]=[CH:4][C:5]2[N:9]=[C:8]([C:10]([OH:12])=O)[NH:7][C:6]=2[CH:13]=1.C(N(CC)CC)C.[CH2:21]([CH:28]1[CH2:33][CH2:32][NH:31][CH2:30][CH2:29]1)[C:22]1[CH:27]=[CH:26][CH:25]=[CH:24][CH:23]=1.CN(C(ON1N=NC2C=CC=CC1=2)=[N+](C)C)C.F[P-](F)(F)(F)(F)F. The catalyst is CN(C)C=O. The product is [CH2:21]([CH:28]1[CH2:33][CH2:32][N:31]([C:10]([C:8]2[NH:7][C:6]3[CH:13]=[C:2]([OH:1])[CH:3]=[CH:4][C:5]=3[N:9]=2)=[O:12])[CH2:30][CH2:29]1)[C:22]1[CH:27]=[CH:26][CH:25]=[CH:24][CH:23]=1. The yield is 0.635. (4) The reactants are Br[C:2]1[C:11]2[C:6](=[CH:7][CH:8]=[CH:9][C:10]=2[N+:12]([O-:14])=[O:13])[CH:5]=[N:4][CH:3]=1.[CH3:15][O:16][C:17]1[C:18]([O:34][CH2:35][O:36][CH3:37])=[C:19](B2OC(C)(C)C(C)(C)O2)[CH:20]=[CH:21][C:22]=1[O:23][CH3:24].[OH-].[K+]. The catalyst is C(COC)OC.[Br-].C([N+](CCCC)(CCCC)CCCC)CCC.O. The product is [CH3:15][O:16][C:17]1[C:18]([O:34][CH2:35][O:36][CH3:37])=[C:19]([C:2]2[C:11]3[C:6](=[CH:7][CH:8]=[CH:9][C:10]=3[N+:12]([O-:14])=[O:13])[CH:5]=[N:4][CH:3]=2)[CH:20]=[CH:21][C:22]=1[O:23][CH3:24]. The yield is 0.801.